This data is from Reaction yield outcomes from USPTO patents with 853,638 reactions. The task is: Predict the reaction yield, written as a fraction of the theoretical maximum amount of product (1.0 means a 100% yield; for example, 0.34 means a 34% yield). The reactants are Cl[C:2]1[N:11]=[CH:10][C:9]2[N:8]([CH2:12][C:13]([F:16])([F:15])[F:14])[C:7](=[O:17])[C:6]3([CH3:22])[CH2:18][O:19][CH2:20][CH2:21][N:5]3[C:4]=2[N:3]=1.[CH:23]1([NH:26][C:27]([NH:29][C:30]2[CH:35]=[CH:34][C:33](B3OC(C)(C)C(C)(C)O3)=[CH:32][CH:31]=2)=[O:28])[CH2:25][CH2:24]1.C([O-])(O)=O.[Na+]. The catalyst is O1CCOCC1.C1COCC1.C1C=CC(P(C2C=CC=CC=2)[C-]2C=CC=C2)=CC=1.C1C=CC(P(C2C=CC=CC=2)[C-]2C=CC=C2)=CC=1.Cl[Pd]Cl.[Fe+2]. The product is [CH:23]1([NH:26][C:27]([NH:29][C:30]2[CH:35]=[CH:34][C:33]([C:2]3[N:11]=[CH:10][C:9]4[N:8]([CH2:12][C:13]([F:16])([F:15])[F:14])[C:7](=[O:17])[C:6]5([CH3:22])[CH2:18][O:19][CH2:20][CH2:21][N:5]5[C:4]=4[N:3]=3)=[CH:32][CH:31]=2)=[O:28])[CH2:25][CH2:24]1. The yield is 0.500.